From a dataset of Forward reaction prediction with 1.9M reactions from USPTO patents (1976-2016). Predict the product of the given reaction. Given the reactants [CH2:1]([CH2:3][NH2:4])[OH:2].[Br:5][C:6]1[C:7]([C:13]#[N:14])=[N:8][CH:9]=[C:10](Cl)[N:11]=1.C(N(C(C)C)C(C)C)C, predict the reaction product. The product is: [Br:5][C:6]1[C:7]([C:13]#[N:14])=[N:8][CH:9]=[C:10]([NH:4][CH2:3][CH2:1][OH:2])[N:11]=1.